From a dataset of Forward reaction prediction with 1.9M reactions from USPTO patents (1976-2016). Predict the product of the given reaction. Given the reactants Br[C:2]1[CH:3]=[C:4]2[C:8](=[CH:9][CH:10]=1)[N:7]([C:11]1[CH:16]=[CH:15][CH:14]=[CH:13][C:12]=1[O:17][CH3:18])[N:6]=[CH:5]2.[Cl:19][C:20]1[CH:25]=[C:24]([Cl:26])[CH:23]=[CH:22][C:21]=1[CH:27]([CH3:30])[CH:28]=[O:29], predict the reaction product. The product is: [Cl:19][C:20]1[CH:25]=[C:24]([Cl:26])[CH:23]=[CH:22][C:21]=1[CH:27]([CH3:30])[CH:28]([C:2]1[CH:3]=[C:4]2[C:8](=[CH:9][CH:10]=1)[N:7]([C:11]1[CH:16]=[CH:15][CH:14]=[CH:13][C:12]=1[O:17][CH3:18])[N:6]=[CH:5]2)[OH:29].